Dataset: Peptide-MHC class I binding affinity with 185,985 pairs from IEDB/IMGT. Task: Regression. Given a peptide amino acid sequence and an MHC pseudo amino acid sequence, predict their binding affinity value. This is MHC class I binding data. (1) The peptide sequence is DTPLDLAIQQL. The MHC is Mamu-A01 with pseudo-sequence Mamu-A01. The binding affinity (normalized) is 0.384. (2) The peptide sequence is YADHGANQL. The MHC is HLA-B57:01 with pseudo-sequence HLA-B57:01. The binding affinity (normalized) is 0.0847.